Dataset: Full USPTO retrosynthesis dataset with 1.9M reactions from patents (1976-2016). Task: Predict the reactants needed to synthesize the given product. (1) Given the product [ClH:80].[C:76]([O:75][C:73](=[O:74])[CH2:46][NH:47][C:30]([C:10]1[C:9]([O:8][CH2:1][C:2]2[CH:7]=[CH:6][CH:5]=[CH:4][CH:3]=2)=[C:14]([CH3:15])[N:13]=[C:12]([CH2:16][CH:17]2[CH2:18][CH2:19][NH:20][CH2:21][CH2:22]2)[N:11]=1)=[O:31])([CH3:79])([CH3:78])[CH3:77], predict the reactants needed to synthesize it. The reactants are: [CH2:1]([O:8][C:9]1[C:10]([C:30](OC(C)(C)C)=[O:31])=[N:11][C:12]([CH2:16][CH:17]2[CH2:22][CH2:21][N:20](C(OC(C)(C)C)=O)[CH2:19][CH2:18]2)=[N:13][C:14]=1[CH3:15])[C:2]1[CH:7]=[CH:6][CH:5]=[CH:4][CH:3]=1.C(OC1[C:46]([C:73]([O:75][C:76]([CH3:79])([CH3:78])[CH3:77])=[O:74])=[N:47]C(CC2CCN(C3C=CC(C4C=CC(CO)=CC=4)=CC=3)CC2)=NC=1C)C1C=CC=CC=1.[ClH:80].C(OC(=O)CN)(C)(C)C. (2) Given the product [C:1]([O:5][C:6]([NH:7][C@@H:8]1[CH2:12][CH2:11][N:10]([C:13]2[N:21]=[C:20]3[C:16]([N:17]=[CH:18][N:19]3[C@@H:22]3[CH2:26][C@H:25]([NH:27][C:28]([C@@H:29]([O:31][C:32](=[O:65])[CH3:33])[CH3:30])=[O:39])[C@@H:24]([OH:40])[C@H:23]3[OH:41])=[C:15]([NH:42][CH2:43][CH:44]([C:51]3[CH:52]=[CH:53][CH:54]=[CH:55][CH:56]=3)[C:45]3[CH:46]=[CH:47][CH:48]=[CH:49][CH:50]=3)[N:14]=2)[CH2:9]1)=[O:57])([CH3:4])([CH3:2])[CH3:3], predict the reactants needed to synthesize it. The reactants are: [C:1]([O:5][C:6](=[O:57])[NH:7][C@@H:8]1[CH2:12][CH2:11][N:10]([C:13]2[N:21]=[C:20]3[C:16]([N:17]=[CH:18][N:19]3[C@@H:22]3[CH2:26][C@H:25]([NH:27][C:28](=[O:39])[C@H:29]([O:31][CH2:32][C:33]4C=CC=CC=4)[CH3:30])[C@@H:24]([OH:40])[C@H:23]3[OH:41])=[C:15]([NH:42][CH2:43][CH:44]([C:51]3[CH:56]=[CH:55][CH:54]=[CH:53][CH:52]=3)[C:45]3[CH:50]=[CH:49][CH:48]=[CH:47][CH:46]=3)[N:14]=2)[CH2:9]1)([CH3:4])([CH3:3])[CH3:2].C([O:65][C@H](C)C(N[C@H]1C[C@@H](N2C=NC3C2=NC(Cl)=NC=3NCC(C2C=CC=CC=2)C2C=CC=CC=2)[C@H](O)[C@@H]1O)=O)C1C=CC=CC=1.